From a dataset of Full USPTO retrosynthesis dataset with 1.9M reactions from patents (1976-2016). Predict the reactants needed to synthesize the given product. (1) The reactants are: C([N:14]1[CH2:17][CH:16]([O:18][Si:19]([C:32]([CH3:35])([CH3:34])[CH3:33])([C:26]2[CH:31]=[CH:30][CH:29]=[CH:28][CH:27]=2)[C:20]2[CH:25]=[CH:24][CH:23]=[CH:22][CH:21]=2)[CH2:15]1)(C1C=CC=CC=1)C1C=CC=CC=1.ClC(OC(Cl)=O)C. Given the product [C:32]([Si:19]([C:20]1[CH:25]=[CH:24][CH:23]=[CH:22][CH:21]=1)([C:26]1[CH:27]=[CH:28][CH:29]=[CH:30][CH:31]=1)[O:18][CH:16]1[CH2:15][NH:14][CH2:17]1)([CH3:35])([CH3:33])[CH3:34], predict the reactants needed to synthesize it. (2) Given the product [C:22](=[O:23])([O-:27])[O-:25].[CH3:1][N+:2]([CH3:22])([CH3:21])[CH2:3][CH2:4][CH2:5][CH2:6][CH2:7][CH2:8][CH2:9][CH2:10][CH2:11][CH2:12][CH2:13][CH2:14][CH2:15][CH2:16][CH2:17][CH2:18][CH2:19][CH3:20].[CH3:1][N+:2]([CH2:3][CH2:4][CH2:5][CH2:6][CH2:7][CH2:8][CH2:9][CH2:10][CH2:11][CH2:12][CH2:13][CH2:14][CH2:15][CH2:16][CH2:17][CH2:18][CH2:19][CH3:20])([CH3:22])[CH3:21], predict the reactants needed to synthesize it. The reactants are: [CH3:1][N:2]([CH3:21])[CH2:3][CH2:4][CH2:5][CH2:6][CH2:7][CH2:8][CH2:9][CH2:10][CH2:11][CH2:12][CH2:13][CH2:14][CH2:15][CH2:16][CH2:17][CH2:18][CH2:19][CH3:20].[C:22](=[O:27])([O:25]C)[O:23]C. (3) Given the product [C:8]([NH:27][C:28](=[O:29])[NH:36][C:37](=[O:38])[CH2:20][CH2:19][CH2:18][CH2:17][CH2:16][CH2:15][CH2:14][CH2:13][CH2:12][CH2:11][CH2:10][CH2:9][CH2:8][CH2:34][CH2:35][CH2:6][CH3:7])(=[O:26])[CH2:9][CH2:10][CH2:11][CH2:12][CH2:13][CH2:14][CH2:15][CH2:16][CH2:17][CH2:18][CH2:19][CH2:20][CH2:21][CH2:22][CH2:23][CH2:24][CH3:25], predict the reactants needed to synthesize it. The reactants are: C(N([CH2:6][CH3:7])CC)C.[C:8]([N:27]=[C:28]=[O:29])(=[O:26])[CH2:9][CH2:10][CH2:11][CH2:12][CH2:13][CH2:14][CH2:15][CH2:16][CH2:17][CH2:18][CH2:19][CH2:20][CH2:21][CH2:22][CH2:23][CH2:24][CH3:25].NC(O[CH2:34][CH3:35])=O.[NH2:36][C:37](N)=[O:38].O. (4) The reactants are: S(S([O-])=O)([O-])=O.[Na+].[Na+].[N+:9]([C:12]1[CH:17]=[CH:16][C:15]([N:18]2[CH:22]=[CH:21][CH:20]=[C:19]2[C:23]([O:25][CH3:26])=[O:24])=[CH:14][CH:13]=1)([O-])=O. Given the product [NH2:9][C:12]1[CH:17]=[CH:16][C:15]([N:18]2[CH:22]=[CH:21][CH:20]=[C:19]2[C:23]([O:25][CH3:26])=[O:24])=[CH:14][CH:13]=1, predict the reactants needed to synthesize it. (5) Given the product [CH3:1][C:2]1([CH3:31])[C:10]2[C:5](=[CH:6][C:7]([N:11]3[C:15](=[O:16])[C:14]([CH3:17])([CH3:18])[N:13]([CH2:19][C:20]4[C:29]5[C:24](=[CH:25][CH:26]=[CH:27][CH:28]=5)[N:23]=[CH:22][CH:21]=4)[C:12]3=[O:30])=[CH:8][CH:9]=2)[N:4]([C:43](=[O:44])[CH2:42][N:50]2[CH2:51][CH2:52][N:47]([CH3:46])[CH2:48][CH2:49]2)[CH2:3]1, predict the reactants needed to synthesize it. The reactants are: [CH3:1][C:2]1([CH3:31])[C:10]2[C:5](=[CH:6][C:7]([N:11]3[C:15](=[O:16])[C:14]([CH3:18])([CH3:17])[N:13]([CH2:19][C:20]4[C:29]5[C:24](=[CH:25][CH:26]=[CH:27][CH:28]=5)[N:23]=[CH:22][CH:21]=4)[C:12]3=[O:30])=[CH:8][CH:9]=2)[NH:4][CH2:3]1.C(N(C(C)C)C(C)C)C.Cl[CH2:42][C:43](Cl)=[O:44].[CH3:46][N:47]1[CH2:52][CH2:51][NH:50][CH2:49][CH2:48]1. (6) Given the product [N:28]1([C:2]2[C:11]3[C:6](=[CH:7][CH:8]=[CH:9][CH:10]=3)[C:5]([S:12]([C:15]3[CH:20]=[CH:19][C:18]([CH3:21])=[CH:17][CH:16]=3)(=[O:14])=[O:13])=[CH:4][CH:3]=2)[CH2:33][CH2:32][NH:31][CH2:30][CH2:29]1, predict the reactants needed to synthesize it. The reactants are: F[C:2]1[C:11]2[C:6](=[CH:7][CH:8]=[CH:9][CH:10]=2)[C:5]([S:12]([C:15]2[CH:20]=[CH:19][C:18]([CH3:21])=[CH:17][CH:16]=2)(=[O:14])=[O:13])=[CH:4][CH:3]=1.C(=O)([O-])[O-].[K+].[K+].[NH:28]1[CH2:33][CH2:32][NH:31][CH2:30][CH2:29]1. (7) Given the product [C:1]([Si:5]([CH3:35])([CH3:34])[O:6][CH:7]1[CH2:23][N:11]2[C:12](=[O:22])[CH:13]=[C:14]([C:16]3[CH:21]=[CH:20][CH:19]=[CH:18][CH:17]=3)[N:15]=[C:10]2[N:9]([C:24]2[CH:29]=[CH:28][N:27]=[C:26]([NH:44][CH:42]([C:36]3[CH:41]=[CH:40][CH:39]=[CH:38][CH:37]=3)[CH3:43])[N:25]=2)[CH2:8]1)([CH3:4])([CH3:3])[CH3:2], predict the reactants needed to synthesize it. The reactants are: [C:1]([Si:5]([CH3:35])([CH3:34])[O:6][CH:7]1[CH2:23][N:11]2[C:12](=[O:22])[CH:13]=[C:14]([C:16]3[CH:21]=[CH:20][CH:19]=[CH:18][CH:17]=3)[N:15]=[C:10]2[N:9]([C:24]2[CH:29]=[CH:28][N:27]=[C:26](S(C)(=O)=O)[N:25]=2)[CH2:8]1)([CH3:4])([CH3:3])[CH3:2].[C:36]1([C@@H:42]([NH2:44])[CH3:43])[CH:41]=[CH:40][CH:39]=[CH:38][CH:37]=1. (8) Given the product [Br:14][C:11]1[CH:12]=[CH:13][C:8]([N:1]2[CH2:6][CH2:5][NH:4][CH2:3][CH2:2]2)=[N:9][CH:10]=1, predict the reactants needed to synthesize it. The reactants are: [NH:1]1[CH2:6][CH2:5][NH:4][CH2:3][CH2:2]1.Cl[C:8]1[CH:13]=[CH:12][C:11]([Br:14])=[CH:10][N:9]=1.O. (9) The reactants are: [Br:1]N1C(=O)CCC1=O.[O:9]1[C:13]2[CH:14]=[CH:15][C:16]([CH2:18]C(O)=O)=[CH:17][C:12]=2[CH2:11][CH2:10]1.C(OOC(=O)C1C=CC=CC=1)(=O)C1C=CC=CC=1. Given the product [Br:1][CH2:18][C:16]1[CH:15]=[CH:14][C:13]2[O:9][CH:10]=[CH:11][C:12]=2[CH:17]=1, predict the reactants needed to synthesize it. (10) Given the product [O:1]1[C:5]2[CH:6]=[CH:7][CH:8]=[CH:9][C:4]=2[CH:3]=[C:2]1[CH:10]1[CH2:11][CH2:12][CH:13]([C:16]([NH:44][S:41]([C:31]2[CH:36]=[CH:35][CH:34]=[CH:33][C:32]=2[S:37](=[O:39])(=[O:38])[NH2:40])(=[O:43])=[O:42])=[O:18])[CH2:14][CH2:15]1, predict the reactants needed to synthesize it. The reactants are: [O:1]1[C:5]2[CH:6]=[CH:7][CH:8]=[CH:9][C:4]=2[CH:3]=[C:2]1[CH:10]1[CH2:15][CH2:14][CH:13]([C:16]([OH:18])=O)[CH2:12][CH2:11]1.Cl.CN(C)CCCN=C=NCC.[C:31]1([S:41]([NH2:44])(=[O:43])=[O:42])[C:32]([S:37]([NH2:40])(=[O:39])=[O:38])=[CH:33][CH:34]=[CH:35][CH:36]=1.